From a dataset of Reaction yield outcomes from USPTO patents with 853,638 reactions. Predict the reaction yield, written as a fraction of the theoretical maximum amount of product (1.0 means a 100% yield; for example, 0.34 means a 34% yield). (1) The reactants are [CH3:1][C:2]1[N:10]([C:11]([C:13]2[CH:14]=[CH:15][C:16]([Cl:19])=[CH:17][CH:18]=2)=[O:12])[C:9]2[CH:8]=[CH:7][C:6]([O:20][CH3:21])=[CH:5][C:4]=2[C:3]=1[CH2:22][C:23]([OH:25])=[O:24].C([O-])(O)=O.[Na+].[C:31]([O:35][C:36](=[O:39])[CH2:37]Br)([CH3:34])([CH3:33])[CH3:32]. The catalyst is CN(C=O)C. The product is [Cl:19][C:16]1[CH:15]=[CH:14][C:13]([C:11]([N:10]2[C:9]3[C:4](=[CH:5][C:6]([O:20][CH3:21])=[CH:7][CH:8]=3)[C:3]([CH2:22][C:23]([O:25][CH2:37][C:36]([O:35][C:31]([CH3:34])([CH3:33])[CH3:32])=[O:39])=[O:24])=[C:2]2[CH3:1])=[O:12])=[CH:18][CH:17]=1. The yield is 0.880. (2) The reactants are CO[C:3](=[O:24])[C:4]1[CH:9]=[CH:8][C:7]([O:10][CH2:11][C:12]2[C:13]([C:17]3[CH:22]=[CH:21][C:20]([F:23])=[CH:19][CH:18]=3)=[N:14][O:15][CH:16]=2)=[N:6][CH:5]=1.[NH2:25][CH2:26][CH:27]([OH:32])[C:28]([F:31])([F:30])[F:29]. The product is [F:23][C:20]1[CH:19]=[CH:18][C:17]([C:13]2[C:12]([CH2:11][O:10][C:7]3[CH:8]=[CH:9][C:4]([C:3]([NH:25][CH2:26][CH:27]([OH:32])[C:28]([F:31])([F:30])[F:29])=[O:24])=[CH:5][N:6]=3)=[CH:16][O:15][N:14]=2)=[CH:22][CH:21]=1. No catalyst specified. The yield is 0.150. (3) The reactants are [CH2:1]([N:3]([CH2:14][CH3:15])[CH2:4][CH2:5][O:6][C:7]1[CH:12]=[CH:11][C:10]([NH2:13])=[CH:9][CH:8]=1)[CH3:2].[F:16][C:17]1[CH:25]=[C:24]2[C:20]([C:21](=[CH:27]O)[C:22](=[O:26])[NH:23]2)=[CH:19][CH:18]=1. No catalyst specified. The product is [CH2:14]([N:3]([CH2:1][CH3:2])[CH2:4][CH2:5][O:6][C:7]1[CH:8]=[CH:9][C:10]([NH:13][CH:27]=[C:21]2[C:20]3[C:24](=[CH:25][C:17]([F:16])=[CH:18][CH:19]=3)[NH:23][C:22]2=[O:26])=[CH:11][CH:12]=1)[CH3:15]. The yield is 0.390.